Task: Predict which catalyst facilitates the given reaction.. Dataset: Catalyst prediction with 721,799 reactions and 888 catalyst types from USPTO (1) Reactant: I[C:2]1[C:10]2[C:5](=[CH:6][C:7]([CH:11]=[O:12])=[CH:8][CH:9]=2)[N:4]([CH2:13][O:14][CH2:15][CH2:16][Si:17]([CH3:20])([CH3:19])[CH3:18])[N:3]=1.[CH:21]1(B(O)O)[CH2:23][CH2:22]1.[O-]P([O-])([O-])=O.[K+].[K+].[K+]. The catalyst class is: 398. Product: [CH:21]1([C:2]2[C:10]3[C:5](=[CH:6][C:7]([CH:11]=[O:12])=[CH:8][CH:9]=3)[N:4]([CH2:13][O:14][CH2:15][CH2:16][Si:17]([CH3:20])([CH3:19])[CH3:18])[N:3]=2)[CH2:23][CH2:22]1. (2) Reactant: Br[C:2]1[CH:3]=[CH:4][C:5]([CH2:8][N:9]2[CH2:14][CH2:13][N:12]([C:15]([O:17][C:18]([CH3:21])([CH3:20])[CH3:19])=[O:16])[CH2:11][CH2:10]2)=[N:6][CH:7]=1.[F:22][C:23]1[CH:24]=[C:25](B(O)O)[CH:26]=[CH:27][CH:28]=1.C(=O)([O-])[O-].[K+].[K+].O1CCOCC1. Product: [F:22][C:23]1[CH:28]=[C:27]([C:2]2[CH:3]=[CH:4][C:5]([CH2:8][N:9]3[CH2:14][CH2:13][N:12]([C:15]([O:17][C:18]([CH3:21])([CH3:20])[CH3:19])=[O:16])[CH2:11][CH2:10]3)=[N:6][CH:7]=2)[CH:26]=[CH:25][CH:24]=1. The catalyst class is: 257. (3) Reactant: [CH3:1][O:2][C:3]([C@@H:5]([NH:13][C:14]([C@@H:16]([NH2:21])[CH2:17][C:18]([OH:20])=[O:19])=[O:15])[CH2:6][C:7]1[CH:8]=[CH:9][CH:10]=[CH:11][CH:12]=1)=[O:4].Cl.[CH3:23][C:24]([CH3:29])([CH3:28])[CH2:25][CH:26]=O. Product: [CH3:23][C:24]([CH2:25][CH2:26][NH:21][C@H:16]([C:14]([NH:13][C@H:5]([C:3]([O:2][CH3:1])=[O:4])[CH2:6][C:7]1[CH:12]=[CH:11][CH:10]=[CH:9][CH:8]=1)=[O:15])[CH2:17][C:18]([OH:20])=[O:19])([CH3:29])[CH3:28]. The catalyst class is: 5. (4) Reactant: BrC1C(N2CCN(CC3C=NC=CC=3)CC2)=C2N=C(C3C=CC(CN)=CC=3)NC2=NC=1.[Br:32][C:33]1[C:34]([N:57]2[CH2:62][CH2:61][N:60]([CH2:63][C:64]3[CH:65]=[N:66][CH:67]=[CH:68][CH:69]=3)[CH2:59][CH2:58]2)=[C:35]2[N:41]=[C:40]([C:42]3[CH:43]=[C:44]([CH:54]=[CH:55][CH:56]=3)[CH2:45][NH:46]C(=O)OC(C)(C)C)[NH:39][C:36]2=[N:37][CH:38]=1.C(O)(C(F)(F)F)=O. Product: [Br:32][C:33]1[C:34]([N:57]2[CH2:58][CH2:59][N:60]([CH2:63][C:64]3[CH:65]=[N:66][CH:67]=[CH:68][CH:69]=3)[CH2:61][CH2:62]2)=[C:35]2[N:41]=[C:40]([C:42]3[CH:43]=[C:44]([CH2:45][NH2:46])[CH:54]=[CH:55][CH:56]=3)[NH:39][C:36]2=[N:37][CH:38]=1. The catalyst class is: 2. (5) Reactant: [C:1]1([CH2:7][CH2:8][CH2:9][CH2:10][C:11]([OH:13])=O)[CH:6]=[CH:5][CH:4]=[CH:3][CH:2]=1.S(Cl)([Cl:16])=O. Product: [C:1]1([CH2:7][CH2:8][CH2:9][CH2:10][C:11]([Cl:16])=[O:13])[CH:6]=[CH:5][CH:4]=[CH:3][CH:2]=1. The catalyst class is: 3. (6) Reactant: O=C1C2C(=CC=CC=2)C(=O)[N:3]1[CH2:12][C@@H:13]([NH:25][C:26](=[O:40])[C:27]1[CH:32]=[CH:31][C:30]([C:33]2[N:37]([CH3:38])[N:36]=[CH:35][CH:34]=2)=[C:29]([F:39])[CH:28]=1)[CH2:14][C:15]1[CH:20]=[CH:19][CH:18]=[CH:17][C:16]=1[C:21]([F:24])([F:23])[F:22].NN. Product: [NH2:3][CH2:12][C@@H:13]([NH:25][C:26](=[O:40])[C:27]1[CH:32]=[CH:31][C:30]([C:33]2[N:37]([CH3:38])[N:36]=[CH:35][CH:34]=2)=[C:29]([F:39])[CH:28]=1)[CH2:14][C:15]1[CH:20]=[CH:19][CH:18]=[CH:17][C:16]=1[C:21]([F:24])([F:23])[F:22]. The catalyst class is: 92. (7) Reactant: [C:1]([O:5][C:6](=[O:54])[N:7]([C:23]1[CH:28]=[C:27]([N:29]([CH3:53])[C:30]([N:32]([C:41]2[C:46]([Cl:47])=[C:45]([O:48][CH3:49])[CH:44]=[C:43]([O:50][CH3:51])[C:42]=2[Cl:52])[CH2:33][O:34][CH2:35][CH2:36][Si:37]([CH3:40])([CH3:39])[CH3:38])=[O:31])[N:26]=[CH:25][N:24]=1)[C:8]1[CH:13]=[CH:12][C:11]([N:14]2[CH2:19][CH2:18][O:17][CH2:16][CH2:15]2)=[CH:10][C:9]=1[N+:20]([O-])=O)([CH3:4])([CH3:3])[CH3:2]. Product: [C:1]([O:5][C:6](=[O:54])[N:7]([C:8]1[CH:13]=[CH:12][C:11]([N:14]2[CH2:15][CH2:16][O:17][CH2:18][CH2:19]2)=[CH:10][C:9]=1[NH2:20])[C:23]1[CH:28]=[C:27]([N:29]([CH3:53])[C:30]([N:32]([C:41]2[C:42]([Cl:52])=[C:43]([O:50][CH3:51])[CH:44]=[C:45]([O:48][CH3:49])[C:46]=2[Cl:47])[CH2:33][O:34][CH2:35][CH2:36][Si:37]([CH3:38])([CH3:39])[CH3:40])=[O:31])[N:26]=[CH:25][N:24]=1)([CH3:4])([CH3:2])[CH3:3]. The catalyst class is: 94. (8) Reactant: [CH3:1][C:2]1[CH:7]=[CH:6][CH:5]=[C:4]([NH2:8])[C:3]=1[NH2:9].N1C=CC=CC=1.C(=O)([O-])[O-].[K+].[K+].[C:22]([C:30](Cl)=[O:31])(=O)[C:23]1[CH:28]=[CH:27][CH:26]=[CH:25][CH:24]=1. Product: [CH3:1][C:2]1[CH:7]=[CH:6][CH:5]=[C:4]2[C:3]=1[N:9]=[C:22]([C:23]1[CH:28]=[CH:27][CH:26]=[CH:25][CH:24]=1)[C:30](=[O:31])[NH:8]2. The catalyst class is: 410. (9) Reactant: [CH2:1]([C:4]1[N:5]=[C:6]([C:10]2[CH:15]=[CH:14][C:13]([O:16][CH3:17])=[CH:12][CH:11]=2)[O:7][C:8]=1[CH3:9])[CH:2]=[CH2:3].B1C2CCCC1CCC2.[OH-:27].[Na+].OO. Product: [CH3:17][O:16][C:13]1[CH:12]=[CH:11][C:10]([C:6]2[O:7][C:8]([CH3:9])=[C:4]([CH2:1][CH2:2][CH2:3][OH:27])[N:5]=2)=[CH:15][CH:14]=1. The catalyst class is: 90.